From a dataset of Reaction yield outcomes from USPTO patents with 853,638 reactions. Predict the reaction yield, written as a fraction of the theoretical maximum amount of product (1.0 means a 100% yield; for example, 0.34 means a 34% yield). (1) The reactants are O.[CH:2]1([N:8]2[CH2:14][C@@H:13]([NH:15][C:16](=[O:27])[NH:17][C:18]3[CH:19]=[C:20]([CH:24]=[CH:25][CH:26]=3)[C:21]([OH:23])=[O:22])[C:12](=[O:28])[N:11]([CH2:29][C:30](=[O:35])[C:31]([CH3:34])([CH3:33])[CH3:32])[C:10]3[CH:36]=[CH:37][CH:38]=[CH:39][C:9]2=3)[CH2:7][CH2:6][CH2:5][CH2:4][CH2:3]1.N.[Cl-].[Ca+2:42].[Cl-].O. The catalyst is C(O)C. The product is [CH:2]1([N:8]2[CH2:14][C@@H:13]([NH:15][C:16](=[O:27])[NH:17][C:18]3[CH:19]=[C:20]([CH:24]=[CH:25][CH:26]=3)[C:21]([O-:23])=[O:22])[C:12](=[O:28])[N:11]([CH2:29][C:30](=[O:35])[C:31]([CH3:32])([CH3:33])[CH3:34])[C:10]3[CH:36]=[CH:37][CH:38]=[CH:39][C:9]2=3)[CH2:3][CH2:4][CH2:5][CH2:6][CH2:7]1.[Ca+2:42].[CH:2]1([N:8]2[CH2:14][C@@H:13]([NH:15][C:16](=[O:27])[NH:17][C:18]3[CH:19]=[C:20]([CH:24]=[CH:25][CH:26]=3)[C:21]([O-:23])=[O:22])[C:12](=[O:28])[N:11]([CH2:29][C:30](=[O:35])[C:31]([CH3:32])([CH3:33])[CH3:34])[C:10]3[CH:36]=[CH:37][CH:38]=[CH:39][C:9]2=3)[CH2:3][CH2:4][CH2:5][CH2:6][CH2:7]1. The yield is 0.920. (2) The reactants are [NH2:1][C:2]1[C:11]2[CH:10]=[CH:9][C:8]([F:12])=[C:7](Br)[C:6]=2[N:5]=[C:4]2[CH2:14][N:15]([CH:18]3[CH2:21][CH2:20][CH2:19]3)[C:16](=[O:17])[C:3]=12.[F:22][C:23]1[C:28](B(O)O)=[CH:27][CH:26]=[CH:25][N:24]=1.C(=O)([O-])[O-].[Cs+].[Cs+].O. The catalyst is COCCOC.C(O)C.C(OCC)(=O)C.C1C=CC([P]([Pd]([P](C2C=CC=CC=2)(C2C=CC=CC=2)C2C=CC=CC=2)([P](C2C=CC=CC=2)(C2C=CC=CC=2)C2C=CC=CC=2)[P](C2C=CC=CC=2)(C2C=CC=CC=2)C2C=CC=CC=2)(C2C=CC=CC=2)C2C=CC=CC=2)=CC=1. The product is [NH2:1][C:2]1[C:11]2[CH:10]=[CH:9][C:8]([F:12])=[C:7]([C:28]3[C:23]([F:22])=[N:24][CH:25]=[CH:26][CH:27]=3)[C:6]=2[N:5]=[C:4]2[CH2:14][N:15]([CH:18]3[CH2:21][CH2:20][CH2:19]3)[C:16](=[O:17])[C:3]=12. The yield is 0.320. (3) The reactants are [CH2:1]([O:3][CH2:4][N:5]1[C:13]2[CH:12]=[CH:11][CH:10]=[C:9]([C:14]([O:16]C)=[O:15])[C:8]=2[CH:7]=[CH:6]1)[CH3:2].[OH-].[Na+]. The catalyst is CO. The product is [CH2:1]([O:3][CH2:4][N:5]1[C:13]2[CH:12]=[CH:11][CH:10]=[C:9]([C:14]([OH:16])=[O:15])[C:8]=2[CH:7]=[CH:6]1)[CH3:2]. The yield is 0.960. (4) The reactants are Br[CH2:2][CH2:3][OH:4].[CH2:5]([S:12]([C:15]1[NH:16][CH:17]=[C:18]([C:20]2[CH:25]=[CH:24][CH:23]=[C:22]([CH3:26])[N:21]=2)[N:19]=1)(=[O:14])=[O:13])[C:6]1[CH:11]=[CH:10][CH:9]=[CH:8][CH:7]=1. The catalyst is CN(C=O)C.[NH4+].[Cl-].C(Cl)Cl. The yield is 0.570. The product is [CH2:5]([S:12]([C:15]1[N:16]([CH2:2][CH2:3][OH:4])[CH:17]=[C:18]([C:20]2[CH:25]=[CH:24][CH:23]=[C:22]([CH3:26])[N:21]=2)[N:19]=1)(=[O:14])=[O:13])[C:6]1[CH:7]=[CH:8][CH:9]=[CH:10][CH:11]=1. (5) The reactants are [C:1]([C:5]1[CH:6]=[C:7]([NH2:20])[N:8]([C:10]2[CH:11]=[C:12]3[C:17](=[CH:18][CH:19]=2)[N:16]=[CH:15][CH:14]=[CH:13]3)[N:9]=1)([CH3:4])([CH3:3])[CH3:2].C[Si]([N-][Si](C)(C)C)(C)C.[Li+].Cl[C:32]([O:34][C:35]([CH3:37])=[CH2:36])=[O:33].Cl. The catalyst is C1COCC1. The product is [C:1]([C:5]1[CH:6]=[C:7]([NH:20][C:32](=[O:33])[O:34][C:35]([CH3:37])=[CH2:36])[N:8]([C:10]2[CH:11]=[C:12]3[C:17](=[CH:18][CH:19]=2)[N:16]=[CH:15][CH:14]=[CH:13]3)[N:9]=1)([CH3:4])([CH3:2])[CH3:3]. The yield is 0.380. (6) The reactants are [CH2:1]([O:3][CH:4]([O:21][CH2:22][CH3:23])[C:5]1[O:13][C:12]2[C:11]([C:14]3[CH:15]=[C:16]([OH:20])[CH:17]=[CH:18][CH:19]=3)=[CH:10][N:9]=[CH:8][C:7]=2[CH:6]=1)[CH3:2].I[CH:25]([CH3:27])[CH3:26].C(=O)([O-])[O-].[K+].[K+]. The catalyst is CS(C)=O. The product is [CH2:22]([O:21][CH:4]([O:3][CH2:1][CH3:2])[C:5]1[O:13][C:12]2[C:11]([C:14]3[CH:19]=[CH:18][CH:17]=[C:16]([O:20][CH:25]([CH3:27])[CH3:26])[CH:15]=3)=[CH:10][N:9]=[CH:8][C:7]=2[CH:6]=1)[CH3:23]. The yield is 0.940. (7) The reactants are [CH3:1][O:2][C@@H:3]1[C@@H:29]([CH2:30][O:31]C(=O)C2C=CC=CC=2)[O:28][C@@H:6]([O:7][C:8]2[CH:13]=[C:12]([CH2:14][O:15]C(=O)C)[CH:11]=[CH:10][C:9]=2[CH2:19][C:20]2[CH:25]=[CH:24][C:23]([CH2:26][CH3:27])=[CH:22][CH:21]=2)[C@H:5]([O:40]C(=O)C2C=CC=CC=2)[C@H:4]1[O:49]C(=O)C1C=CC=CC=1.C(=O)([O-])[O-].[K+].[K+].CO.COC[C@H]1O[C@@H](OC2C=C(CO)C=CC=2CC2C=CC(CC)=CC=2)[C@H](O)[C@@H](O)[C@@H]1O. The catalyst is C(Cl)Cl. The product is [CH3:1][O:2][C@@H:3]1[C@@H:29]([CH2:30][OH:31])[O:28][C@@H:6]([O:7][C:8]2[CH:13]=[C:12]([CH2:14][OH:15])[CH:11]=[CH:10][C:9]=2[CH2:19][C:20]2[CH:25]=[CH:24][C:23]([CH2:26][CH3:27])=[CH:22][CH:21]=2)[C@H:5]([OH:40])[C@H:4]1[OH:49]. The yield is 0.310. (8) The reactants are Cl[C:2]1[NH:6][C:5]2[CH:7]=[C:8]([F:11])[CH:9]=[CH:10][C:4]=2[N:3]=1.[CH3:12][NH2:13]. No catalyst specified. The product is [F:11][C:8]1[CH:9]=[CH:10][C:4]2[N:3]=[C:2]([NH:13][CH3:12])[NH:6][C:5]=2[CH:7]=1. The yield is 0.640. (9) The reactants are O[C:2]([C:5]1[CH:6]=[C:7]([CH:15]=[C:16]([C:18]([F:21])([F:20])[F:19])[CH:17]=1)[C:8]([O:10]C(C)(C)C)=[O:9])([CH3:4])[CH3:3].S(=O)(=O)(O)O.[CH3:27][CH2:28][O:29]C(C)=O.C(#[N:35])C. No catalyst specified. The product is [C:28]([NH:35][C:2]([C:5]1[CH:6]=[C:7]([CH:15]=[C:16]([C:18]([F:19])([F:20])[F:21])[CH:17]=1)[C:8]([OH:10])=[O:9])([CH3:3])[CH3:4])(=[O:29])[CH3:27]. The yield is 0.919. (10) The reactants are [F:1][C:2]([F:26])([F:25])[C:3]1[N:7]2[N:8]=[C:9]([N:12]3[CH2:17][CH2:16][CH:15]([C:18]4[CH:23]=[CH:22][C:21]([OH:24])=[CH:20][CH:19]=4)[CH2:14][CH2:13]3)[CH:10]=[CH:11][C:6]2=[N:5][N:4]=1.Br[CH2:28][CH2:29][CH2:30][C:31]([O:33][CH3:34])=[O:32]. No catalyst specified. The product is [F:26][C:2]([F:1])([F:25])[C:3]1[N:7]2[N:8]=[C:9]([N:12]3[CH2:17][CH2:16][CH:15]([C:18]4[CH:23]=[CH:22][C:21]([O:24][CH2:28][CH2:29][CH2:30][C:31]([O:33][CH3:34])=[O:32])=[CH:20][CH:19]=4)[CH2:14][CH2:13]3)[CH:10]=[CH:11][C:6]2=[N:5][N:4]=1. The yield is 0.630.